Dataset: Full USPTO retrosynthesis dataset with 1.9M reactions from patents (1976-2016). Task: Predict the reactants needed to synthesize the given product. (1) Given the product [OH:1][CH:2]1[CH2:6][CH2:5][N:4]([C:7]([O:9][C:10]([CH3:13])([CH3:12])[CH3:11])=[O:8])[CH2:3]1, predict the reactants needed to synthesize it. The reactants are: [O:1]=[C:2]1[CH2:6][CH2:5][N:4]([C:7]([O:9][C:10]([CH3:13])([CH3:12])[CH3:11])=[O:8])[CH2:3]1.[BH4-].[Na+].Cl. (2) The reactants are: [Br:1][C:2]1[C:6]2[N:7]=[C:8]([C:17]3[C:22]([F:23])=[CH:21][CH:20]=[CH:19][C:18]=3[F:24])[C:9]3[CH:10]=[C:11]([CH:15]=C)[CH:12]=[CH:13][C:14]=3[C:5]=2[NH:4][N:3]=1.O.I([O-])(=O)(=O)=[O:27].[Na+]. Given the product [Br:1][C:2]1[C:6]2[N:7]=[C:8]([C:17]3[C:22]([F:23])=[CH:21][CH:20]=[CH:19][C:18]=3[F:24])[C:9]3[CH:10]=[C:11]([CH:15]=[O:27])[CH:12]=[CH:13][C:14]=3[C:5]=2[NH:4][N:3]=1, predict the reactants needed to synthesize it.